The task is: Predict the reactants needed to synthesize the given product.. This data is from Full USPTO retrosynthesis dataset with 1.9M reactions from patents (1976-2016). Given the product [Cl:11][C:3]1[CH:4]=[C:5]([CH2:8][O:9][CH3:10])[CH:6]=[CH:7][C:2]=1[C:19]1([OH:21])[CH2:20][O:17][CH2:18]1, predict the reactants needed to synthesize it. The reactants are: Br[C:2]1[CH:7]=[CH:6][C:5]([CH2:8][O:9][CH3:10])=[CH:4][C:3]=1[Cl:11].[Li]CCCC.[O:17]1[CH2:20][C:19](=[O:21])[CH2:18]1.